This data is from Forward reaction prediction with 1.9M reactions from USPTO patents (1976-2016). The task is: Predict the product of the given reaction. Given the reactants [CH3:1][C:2]1[C:3]2[CH:26]=[CH:25][CH:24]=[CH:23][C:4]=2[S:5][C:6]=1[C:7]([N:9]1[CH2:14][CH2:13][N:12]2[N:15]=[C:16]([C:18]([O:20]CC)=[O:19])[CH:17]=[C:11]2[CH2:10]1)=[O:8].[OH-].[Na+].Cl, predict the reaction product. The product is: [CH3:1][C:2]1[C:3]2[CH:26]=[CH:25][CH:24]=[CH:23][C:4]=2[S:5][C:6]=1[C:7]([N:9]1[CH2:14][CH2:13][N:12]2[N:15]=[C:16]([C:18]([OH:20])=[O:19])[CH:17]=[C:11]2[CH2:10]1)=[O:8].